This data is from CYP2C19 inhibition data for predicting drug metabolism from PubChem BioAssay. The task is: Regression/Classification. Given a drug SMILES string, predict its absorption, distribution, metabolism, or excretion properties. Task type varies by dataset: regression for continuous measurements (e.g., permeability, clearance, half-life) or binary classification for categorical outcomes (e.g., BBB penetration, CYP inhibition). Dataset: cyp2c19_veith. (1) The result is 0 (non-inhibitor). The drug is O=C(Nc1ccccc1Cl)c1ccn[nH]1. (2) The molecule is CCOC(=O)c1cnc2ccc(C)cc2c1Sc1ccccc1C(=O)OC. The result is 1 (inhibitor). (3) The compound is Cc1ccc([N+](=O)[O-])cc1NC(=S)NC(=O)C(C)(C)C. The result is 1 (inhibitor). (4) The compound is C[C@H]1COC(=O)[C@H](C)NC(=O)[C@@H](C)COC(=O)[C@H](C)NC1=O. The result is 0 (non-inhibitor).